Dataset: Forward reaction prediction with 1.9M reactions from USPTO patents (1976-2016). Task: Predict the product of the given reaction. (1) Given the reactants [C:1]1([CH2:11][NH2:12])[C:10]2[C:5](=[CH:6][CH:7]=[CH:8][CH:9]=2)[CH:4]=[CH:3][CH:2]=1.N1C=CC=CC=1.[C:19]([C:22]1[CH:27]=[CH:26][C:25]([S:28](Cl)(=[O:30])=[O:29])=[CH:24][CH:23]=1)(=[O:21])[CH3:20], predict the reaction product. The product is: [C:19]([C:22]1[CH:23]=[CH:24][C:25]([S:28]([NH:12][CH2:11][C:1]2[C:10]3[C:5](=[CH:6][CH:7]=[CH:8][CH:9]=3)[CH:4]=[CH:3][CH:2]=2)(=[O:30])=[O:29])=[CH:26][CH:27]=1)(=[O:21])[CH3:20]. (2) Given the reactants [NH2:1][C:2]1[N:7]=[CH:6][C:5]([C:8]2[CH:9]=[CH:10][C:11]3[N:12]([CH:14]=[C:15]([NH:17][C:18](=[O:33])[CH2:19][O:20][C@@H:21]4[CH2:25][CH2:24][N:23](C(OC(C)(C)C)=O)[CH2:22]4)[N:16]=3)[CH:13]=2)=[CH:4][C:3]=1[C:34]([F:37])([F:36])[F:35], predict the reaction product. The product is: [NH2:1][C:2]1[N:7]=[CH:6][C:5]([C:8]2[CH:9]=[CH:10][C:11]3[N:12]([CH:14]=[C:15]([NH:17][C:18](=[O:33])[CH2:19][O:20][C@@H:21]4[CH2:25][CH2:24][NH:23][CH2:22]4)[N:16]=3)[CH:13]=2)=[CH:4][C:3]=1[C:34]([F:35])([F:37])[F:36]. (3) Given the reactants [Cl:1][C:2]1[C:11]2[C:6](=[CH:7][C:8]([O:12]C)=[CH:9][CH:10]=2)[CH:5]=[CH:4][C:3]=1[C:14]1[CH:19]=[CH:18][C:17]([O:20]C)=[CH:16][CH:15]=1.B(Br)(Br)Br, predict the reaction product. The product is: [Cl:1][C:2]1[C:3]([C:14]2[CH:15]=[CH:16][C:17]([OH:20])=[CH:18][CH:19]=2)=[CH:4][CH:5]=[C:6]2[C:11]=1[CH:10]=[CH:9][C:8]([OH:12])=[CH:7]2.